This data is from Forward reaction prediction with 1.9M reactions from USPTO patents (1976-2016). The task is: Predict the product of the given reaction. (1) Given the reactants BrC1[C:8](=[O:9])[CH:7]=[C:6](C2C=CC(OC)=CC=2)[C:5]2[CH:18]=[C:19](OC)[C:20](OC)=[C:21](OC)[C:4]=2[O:3]1.[Br-].[N-]=[N+]=[N-].[Na+], predict the reaction product. The product is: [O:3]1[C:4]2[C:5](=[CH:18][CH:19]=[CH:20][CH:21]=2)[CH:6]=[CH:7][C:8]1=[O:9]. (2) Given the reactants [F:1][C:2]1[CH:8]=[CH:7][C:5]([NH2:6])=[CH:4][C:3]=1[N+:9]([O-:11])=[O:10].C(=O)([O-])[O-].[K+].[K+].[C:18]1([C:27]2[CH:32]=[CH:31][CH:30]=[CH:29][CH:28]=2)[CH:23]=[CH:22][C:21]([C:24](Cl)=[O:25])=[CH:20][CH:19]=1, predict the reaction product. The product is: [F:1][C:2]1[CH:8]=[CH:7][C:5]([NH:6][C:24]([C:21]2[CH:22]=[CH:23][C:18]([C:27]3[CH:28]=[CH:29][CH:30]=[CH:31][CH:32]=3)=[CH:19][CH:20]=2)=[O:25])=[CH:4][C:3]=1[N+:9]([O-:11])=[O:10]. (3) The product is: [F:29][C:11]1[CH:10]=[C:9]([CH:14]=[CH:13][C:12]=1[NH:15][C:16]([NH:18][C:19](=[O:28])[CH2:20][C:21]1[CH:26]=[CH:25][C:24]([F:27])=[CH:23][CH:22]=1)=[S:17])[O:8][C:6]1[CH:5]=[CH:4][N:3]=[C:2]([NH:1][C:30](=[O:39])[N:32]([CH3:35])[CH3:33])[CH:7]=1. Given the reactants [NH2:1][C:2]1[CH:7]=[C:6]([O:8][C:9]2[CH:14]=[CH:13][C:12]([NH:15][C:16]([NH:18][C:19](=[O:28])[CH2:20][C:21]3[CH:26]=[CH:25][C:24]([F:27])=[CH:23][CH:22]=3)=[S:17])=[C:11]([F:29])[CH:10]=2)[CH:5]=[CH:4][N:3]=1.[CH2:30]([N:32]([CH2:35]C)[CH2:33]C)C.ClC(OC1C=CC=CC=1)=[O:39].Cl.CNC, predict the reaction product.